From a dataset of Full USPTO retrosynthesis dataset with 1.9M reactions from patents (1976-2016). Predict the reactants needed to synthesize the given product. (1) Given the product [CH2:1]([O:3][C:4]1[CH:11]=[CH:10][C:7]2[C:6]([CH:5]=1)=[N:12][N:15]([C:16]1[CH:33]=[CH:32][C:19]([O:20][CH2:21][C@@H:22]([NH:24][C:25](=[O:31])[O:26][C:27]([CH3:30])([CH3:28])[CH3:29])[CH3:23])=[CH:18][C:17]=1[F:34])[CH:8]=2)[CH3:2], predict the reactants needed to synthesize it. The reactants are: [CH2:1]([O:3][C:4]1[CH:11]=[CH:10][C:7]([CH:8]=O)=[C:6]([N+:12]([O-])=O)[CH:5]=1)[CH3:2].[NH2:15][C:16]1[CH:33]=[CH:32][C:19]([O:20][CH2:21][C@@H:22]([NH:24][C:25](=[O:31])[O:26][C:27]([CH3:30])([CH3:29])[CH3:28])[CH3:23])=[CH:18][C:17]=1[F:34].S([O-])([O-])(=O)=O.[Mg+2]. (2) Given the product [CH2:3]([C:11]1[CH:19]=[CH:18][C:14]([C:15]([OH:17])=[O:16])=[C:13]([NH:20][C:21](=[O:31])[CH2:22][CH2:23][CH2:24][C:25]2[CH:30]=[CH:29][CH:28]=[CH:27][CH:26]=2)[CH:12]=1)[CH2:4][C:5]1[CH:6]=[CH:7][CH:8]=[CH:9][CH:10]=1, predict the reactants needed to synthesize it. The reactants are: CO.[CH2:3]([C:11]1[CH:19]=[CH:18][C:14]([C:15]([OH:17])=[O:16])=[C:13]([NH:20][C:21](=[O:31])[CH2:22]/[CH:23]=[CH:24]/[C:25]2[CH:30]=[CH:29][CH:28]=[CH:27][CH:26]=2)[CH:12]=1)[CH2:4][C:5]1[CH:10]=[CH:9][CH:8]=[CH:7][CH:6]=1. (3) Given the product [CH2:1]([O:8][C:9](=[O:29])[NH:10][CH2:11][C@H:12]1[CH2:17][CH2:16][C@H:15]([C:18]2[N:22]3[CH:23]=[CH:24][N:25]=[C:26]([NH2:30])[C:21]3=[C:20]([I:28])[N:19]=2)[CH2:14][CH2:13]1)[C:2]1[CH:7]=[CH:6][CH:5]=[CH:4][CH:3]=1, predict the reactants needed to synthesize it. The reactants are: [CH2:1]([O:8][C:9](=[O:29])[NH:10][CH2:11][C@H:12]1[CH2:17][CH2:16][C@H:15]([C:18]2[N:22]3[CH:23]=[CH:24][N:25]=[C:26](Cl)[C:21]3=[C:20]([I:28])[N:19]=2)[CH2:14][CH2:13]1)[C:2]1[CH:7]=[CH:6][CH:5]=[CH:4][CH:3]=1.[NH3:30].